This data is from Catalyst prediction with 721,799 reactions and 888 catalyst types from USPTO. The task is: Predict which catalyst facilitates the given reaction. (1) Product: [F:14][C:8]1[CH:7]=[C:6]2[C:11]([C:12](=[O:13])[C:3]([CH2:2][NH:1][C:33]([C:31]3[CH:30]=[N:29][N:28]([C:22]4[CH:23]=[CH:24][CH:25]=[CH:26][CH:27]=4)[CH:32]=3)=[O:34])=[CH:4][N:5]2[C:15]2[CH:20]=[CH:19][CH:18]=[CH:17][C:16]=2[F:21])=[CH:10][CH:9]=1. The catalyst class is: 3. Reactant: [NH2:1][CH2:2][C:3]1[C:12](=[O:13])[C:11]2[C:6](=[CH:7][C:8]([F:14])=[CH:9][CH:10]=2)[N:5]([C:15]2[CH:20]=[CH:19][CH:18]=[CH:17][C:16]=2[F:21])[CH:4]=1.[C:22]1([N:28]2[CH:32]=[C:31]([C:33](O)=[O:34])[CH:30]=[N:29]2)[CH:27]=[CH:26][CH:25]=[CH:24][CH:23]=1.F[P-](F)(F)(F)(F)F.Br[P+](N1CCCC1)(N1CCCC1)N1CCCC1.C(N(CC)CC)C. (2) Reactant: [CH3:1][C:2]1[CH:24]=[CH:23][C:5]([C:6]([N:8]2[CH2:13][CH2:12][CH:11]([C:14](=[O:22])[C:15]3[CH:20]=[CH:19][C:18](F)=[CH:17][CH:16]=3)[CH2:10][CH2:9]2)=[O:7])=[CH:4][CH:3]=1.[C-:25]#[N:26].[K+]. Product: [CH3:1][C:2]1[CH:24]=[CH:23][C:5]([C:6]([N:8]2[CH2:13][CH2:12][CH:11]([C:14](=[O:22])[C:15]3[CH:20]=[CH:19][C:18]([C:25]#[N:26])=[CH:17][CH:16]=3)[CH2:10][CH2:9]2)=[O:7])=[CH:4][CH:3]=1. The catalyst class is: 3. (3) Product: [C:1]([O:5][C:6]([N:8]1[CH2:13][CH2:12][CH2:11][C@H:10]([CH2:14][S:24]([CH3:23])(=[O:26])=[O:25])[CH2:9]1)=[O:7])([CH3:4])([CH3:3])[CH3:2]. Reactant: [C:1]([O:5][C:6]([N:8]1[CH2:13][CH2:12][CH2:11][C@H:10]([CH2:14]O)[CH2:9]1)=[O:7])([CH3:4])([CH3:3])[CH3:2].C(N(CC)CC)C.[CH3:23][S:24](Cl)(=[O:26])=[O:25]. The catalyst class is: 4. (4) Reactant: Br[C:2]1[N:10]([CH2:11][C:12]2[CH:17]=[CH:16][C:15]([C:18]([F:21])([F:20])[F:19])=[CH:14][CH:13]=2)[C:9]2[C:4](=[N:5][C:6]([C:29]#[N:30])=[N:7][C:8]=2[NH:22][C@@H:23]([CH:25]2[CH2:28][CH2:27][CH2:26]2)[CH3:24])[N:3]=1.[CH3:31][O:32][C:33]1[CH:34]=[C:35](B(O)O)[CH:36]=[CH:37][CH:38]=1.C(=O)([O-])[O-].[Na+].[Na+]. Product: [CH:25]1([C@H:23]([NH:22][C:8]2[N:7]=[C:6]([C:29]#[N:30])[N:5]=[C:4]3[C:9]=2[N:10]([CH2:11][C:12]2[CH:13]=[CH:14][C:15]([C:18]([F:19])([F:21])[F:20])=[CH:16][CH:17]=2)[C:2]([C:37]2[CH:36]=[CH:35][CH:34]=[C:33]([O:32][CH3:31])[CH:38]=2)=[N:3]3)[CH3:24])[CH2:28][CH2:27][CH2:26]1. The catalyst class is: 203. (5) Reactant: [C:1]([NH:4][C:5]1[CH:14]=[CH:13][C:8]([S:9](Cl)(=[O:11])=[O:10])=[CH:7][CH:6]=1)(=[O:3])[CH3:2].C([O-])(=O)C.[Na+].[NH2:20][C:21]1[CH:26]=[CH:25][CH:24]=[CH:23][CH:22]=1. Product: [C:21]1([NH:20][S:9]([C:8]2[CH:13]=[CH:14][C:5]([NH:4][C:1](=[O:3])[CH3:2])=[CH:6][CH:7]=2)(=[O:11])=[O:10])[CH:26]=[CH:25][CH:24]=[CH:23][CH:22]=1. The catalyst class is: 8.